From a dataset of Catalyst prediction with 721,799 reactions and 888 catalyst types from USPTO. Predict which catalyst facilitates the given reaction. (1) Reactant: [N:1]1([C:7]2[CH:12]=[CH:11][C:10]([NH:13][C:14]3[C:15]4[N:16]([CH:27]=[CH:28][N:29]=4)[C:17](C4C=NNC=4C#N)=[CH:18][N:19]=3)=[CH:9][CH:8]=2)[CH2:6][CH2:5][O:4][CH2:3][CH2:2]1.C(OC(=O)N(C1C=CC(N2CCOCC2)=CC=1)C1C2N(C=CN=2)C([Sn](CCCC)(CCCC)CCCC)=CN=1)(C)(C)C.Br[C:73]1[O:81][CH:76]2[CH2:77][NH:78][C:79](=[O:80])[CH:75]2[CH:74]=1. Product: [N:1]1([C:7]2[CH:8]=[CH:9][C:10]([NH:13][C:14]3[C:15]4[N:16]([CH:27]=[CH:28][N:29]=4)[C:17]([C:73]4[O:81][C:76]5[CH2:77][NH:78][C:79](=[O:80])[C:75]=5[CH:74]=4)=[CH:18][N:19]=3)=[CH:11][CH:12]=2)[CH2:2][CH2:3][O:4][CH2:5][CH2:6]1. The catalyst class is: 128. (2) Reactant: [F:1][C:2]1[C:7]([O:8][CH3:9])=[CH:6][CH:5]=[CH:4][C:3]=1[C:10]1[O:14][C:13]([CH3:15])=[C:12]([CH:16]([NH:21][C:22]2[CH:30]=[CH:29][C:25](C(O)=O)=[CH:24][CH:23]=2)[CH2:17][CH:18]([CH3:20])[CH3:19])[CH:11]=1.[CH3:31][NH:32][CH2:33][CH2:34][C:35]([O:37]CC)=[O:36].Cl.C(N=C=NCCCN(C)C)C.O.[OH:53][C:54]1C2N=NNC=2C=CC=1. Product: [F:1][C:2]1[C:7]([O:8][CH3:9])=[CH:6][CH:5]=[CH:4][C:3]=1[C:10]1[O:14][C:13]([CH3:15])=[C:12]([CH:16]([NH:21][C:22]2[CH:23]=[CH:24][C:25]([C:54]([N:32]([CH3:31])[CH2:33][CH2:34][C:35]([OH:37])=[O:36])=[O:53])=[CH:29][CH:30]=2)[CH2:17][CH:18]([CH3:20])[CH3:19])[CH:11]=1. The catalyst class is: 842.